The task is: Regression. Given two drug SMILES strings and cell line genomic features, predict the synergy score measuring deviation from expected non-interaction effect.. This data is from NCI-60 drug combinations with 297,098 pairs across 59 cell lines. (1) Drug 1: C1CNP(=O)(OC1)N(CCCl)CCCl. Drug 2: C1CN(P(=O)(OC1)NCCCl)CCCl. Cell line: NCI-H522. Synergy scores: CSS=-4.45, Synergy_ZIP=3.19, Synergy_Bliss=3.04, Synergy_Loewe=-3.31, Synergy_HSA=-2.87. (2) Drug 1: CC1C(C(CC(O1)OC2CC(OC(C2O)C)OC3=CC4=CC5=C(C(=O)C(C(C5)C(C(=O)C(C(C)O)O)OC)OC6CC(C(C(O6)C)O)OC7CC(C(C(O7)C)O)OC8CC(C(C(O8)C)O)(C)O)C(=C4C(=C3C)O)O)O)O. Drug 2: CCC1(C2=C(COC1=O)C(=O)N3CC4=CC5=C(C=CC(=C5CN(C)C)O)N=C4C3=C2)O.Cl. Cell line: 786-0. Synergy scores: CSS=28.4, Synergy_ZIP=-4.32, Synergy_Bliss=-3.76, Synergy_Loewe=-10.9, Synergy_HSA=-1.55. (3) Drug 2: CC(C)CN1C=NC2=C1C3=CC=CC=C3N=C2N. Cell line: HOP-62. Drug 1: CC1C(C(=O)NC(C(=O)N2CCCC2C(=O)N(CC(=O)N(C(C(=O)O1)C(C)C)C)C)C(C)C)NC(=O)C3=C4C(=C(C=C3)C)OC5=C(C(=O)C(=C(C5=N4)C(=O)NC6C(OC(=O)C(N(C(=O)CN(C(=O)C7CCCN7C(=O)C(NC6=O)C(C)C)C)C)C(C)C)C)N)C. Synergy scores: CSS=26.4, Synergy_ZIP=-3.93, Synergy_Bliss=0.770, Synergy_Loewe=-3.14, Synergy_HSA=3.22. (4) Drug 1: CC1=C2C(C(=O)C3(C(CC4C(C3C(C(C2(C)C)(CC1OC(=O)C(C(C5=CC=CC=C5)NC(=O)C6=CC=CC=C6)O)O)OC(=O)C7=CC=CC=C7)(CO4)OC(=O)C)O)C)OC(=O)C. Drug 2: C1CN(CCN1C(=O)CCBr)C(=O)CCBr. Cell line: K-562. Synergy scores: CSS=40.4, Synergy_ZIP=-5.72, Synergy_Bliss=-1.84, Synergy_Loewe=-24.9, Synergy_HSA=-0.256. (5) Drug 1: CC1=CC=C(C=C1)C2=CC(=NN2C3=CC=C(C=C3)S(=O)(=O)N)C(F)(F)F. Drug 2: CC1CCC2CC(C(=CC=CC=CC(CC(C(=O)C(C(C(=CC(C(=O)CC(OC(=O)C3CCCCN3C(=O)C(=O)C1(O2)O)C(C)CC4CCC(C(C4)OC)O)C)C)O)OC)C)C)C)OC. Cell line: RXF 393. Synergy scores: CSS=8.47, Synergy_ZIP=-1.33, Synergy_Bliss=0.924, Synergy_Loewe=-0.0280, Synergy_HSA=0.358. (6) Drug 1: CS(=O)(=O)C1=CC(=C(C=C1)C(=O)NC2=CC(=C(C=C2)Cl)C3=CC=CC=N3)Cl. Drug 2: COC1=C2C(=CC3=C1OC=C3)C=CC(=O)O2. Cell line: SN12C. Synergy scores: CSS=4.74, Synergy_ZIP=0.765, Synergy_Bliss=7.94, Synergy_Loewe=4.99, Synergy_HSA=5.11. (7) Drug 1: C1=CC=C(C=C1)NC(=O)CCCCCCC(=O)NO. Drug 2: CC1=C(N=C(N=C1N)C(CC(=O)N)NCC(C(=O)N)N)C(=O)NC(C(C2=CN=CN2)OC3C(C(C(C(O3)CO)O)O)OC4C(C(C(C(O4)CO)O)OC(=O)N)O)C(=O)NC(C)C(C(C)C(=O)NC(C(C)O)C(=O)NCCC5=NC(=CS5)C6=NC(=CS6)C(=O)NCCC[S+](C)C)O. Cell line: OVCAR-5. Synergy scores: CSS=31.4, Synergy_ZIP=-11.3, Synergy_Bliss=-4.23, Synergy_Loewe=-2.92, Synergy_HSA=-0.511.